From a dataset of Forward reaction prediction with 1.9M reactions from USPTO patents (1976-2016). Predict the product of the given reaction. (1) The product is: [OH:30][NH:29][C:23]([C:21]1[CH:20]=[CH:19][C:17]2[CH2:18][N:12]([S:9]([C:6]3[CH:7]=[CH:8][C:3]([O:2][CH3:1])=[CH:4][CH:5]=3)(=[O:10])=[O:11])[CH2:13][CH2:14][O:15][C:16]=2[N:22]=1)=[O:25]. Given the reactants [CH3:1][O:2][C:3]1[CH:8]=[CH:7][C:6]([S:9]([N:12]2[CH2:18][C:17]3[CH:19]=[CH:20][C:21]([C:23]([O:25]C(C)C)=O)=[N:22][C:16]=3[O:15][CH2:14][CH2:13]2)(=[O:11])=[O:10])=[CH:5][CH:4]=1.[NH2:29][OH:30].[OH-].[Na+].Cl, predict the reaction product. (2) Given the reactants C([O:3][C:4](=[O:27])[CH2:5][O:6][C:7]1[CH:12]=[C:11]([F:13])[C:10]([CH3:14])=[CH:9][C:8]=1[C:15](=[S:26])[NH:16][CH2:17][C:18]1[CH:23]=[CH:22][C:21]([Br:24])=[CH:20][C:19]=1[F:25])C.[OH-].[Na+], predict the reaction product. The product is: [Br:24][C:21]1[CH:22]=[CH:23][C:18]([CH2:17][NH:16][C:15]([C:8]2[CH:9]=[C:10]([CH3:14])[C:11]([F:13])=[CH:12][C:7]=2[O:6][CH2:5][C:4]([OH:27])=[O:3])=[S:26])=[C:19]([F:25])[CH:20]=1. (3) Given the reactants C(OC(=O)[NH:7][CH:8]1[CH2:13][CH2:12][N:11]([C:14]2[CH:15]=[CH:16][CH:17]=[C:18]3[C:23]=2[N:22]=[C:21]([N:24]2[C:28]4[CH:29]=[CH:30][C:31]([O:33][CH3:34])=[CH:32][C:27]=4[N:26]=[CH:25]2)[CH:20]=[CH:19]3)[CH2:10][CH2:9]1)(C)(C)C, predict the reaction product. The product is: [CH3:34][O:33][C:31]1[CH:30]=[CH:29][C:28]2[N:24]([C:21]3[CH:20]=[CH:19][C:18]4[C:23](=[C:14]([N:11]5[CH2:10][CH2:9][CH:8]([NH2:7])[CH2:13][CH2:12]5)[CH:15]=[CH:16][CH:17]=4)[N:22]=3)[CH:25]=[N:26][C:27]=2[CH:32]=1.